Dataset: HIV replication inhibition screening data with 41,000+ compounds from the AIDS Antiviral Screen. Task: Binary Classification. Given a drug SMILES string, predict its activity (active/inactive) in a high-throughput screening assay against a specified biological target. (1) The molecule is CC(CCCC1SCC2NC(=O)NC21)C(=O)O. The result is 0 (inactive). (2) The drug is Cc1c(NC(=S)NC(=O)c2ccc([N+](=O)[O-])cc2)c(=O)n(-c2ccccc2)n1C. The result is 0 (inactive). (3) The molecule is CCOC(=O)c1c(C)nc2c(c1-c1cn(-c3ccccc3)nc1-c1ccccc1)C(=O)c1ccccc1-2. The result is 0 (inactive).